From a dataset of Forward reaction prediction with 1.9M reactions from USPTO patents (1976-2016). Predict the product of the given reaction. (1) Given the reactants C(OC(=O)[NH:7][C:8]1[CH:13]=[C:12]([Cl:14])[C:11]([C:15]2[S:16][C:17]3[C:18]([NH:24][C:25]4[CH:30]=[C:29]([CH3:31])[N:28]=[CH:27][N:26]=4)=[N:19][CH:20]=[CH:21][C:22]=3[N:23]=2)=[C:10]([Cl:32])[CH:9]=1)(C)(C)C, predict the reaction product. The product is: [NH2:7][C:8]1[CH:9]=[C:10]([Cl:32])[C:11]([C:15]2[S:16][C:17]3[C:18]([NH:24][C:25]4[CH:30]=[C:29]([CH3:31])[N:28]=[CH:27][N:26]=4)=[N:19][CH:20]=[CH:21][C:22]=3[N:23]=2)=[C:12]([Cl:14])[CH:13]=1. (2) Given the reactants [Cl:1][C:2]1[CH:3]=[C:4]([C:9]([C:12]2[N:16]([C:17]3[CH:22]=[CH:21][C:20]([F:23])=[CH:19][CH:18]=3)[C:15](=[S:24])[NH:14][CH:13]=2)([CH3:11])[CH3:10])[CH:5]=[CH:6][C:7]=1[Cl:8].C([O-])([O-])=O.[K+].[K+].[Cl:31][C:32]1[CH:39]=[CH:38][CH:37]=[C:36]([F:40])[C:33]=1[CH2:34]Cl, predict the reaction product. The product is: [Cl:31][C:32]1[CH:39]=[CH:38][CH:37]=[C:36]([F:40])[C:33]=1[CH2:34][S:24][C:15]1[N:16]([C:17]2[CH:18]=[CH:19][C:20]([F:23])=[CH:21][CH:22]=2)[C:12]([C:9]([C:4]2[CH:5]=[CH:6][C:7]([Cl:8])=[C:2]([Cl:1])[CH:3]=2)([CH3:11])[CH3:10])=[CH:13][N:14]=1. (3) Given the reactants [Cl:1][C:2]1[C:3]([N+:17]([O-])=O)=[C:4]([CH:14]=[CH:15][CH:16]=1)[NH:5][C:6]1[CH:11]=[CH:10][C:9]([O:12][CH3:13])=[CH:8][CH:7]=1.C(O)(=O)C, predict the reaction product. The product is: [Cl:1][C:2]1[CH:16]=[CH:15][CH:14]=[C:4]([NH:5][C:6]2[CH:11]=[CH:10][C:9]([O:12][CH3:13])=[CH:8][CH:7]=2)[C:3]=1[NH2:17]. (4) Given the reactants [OH:1][C:2]1[CH:3]=[C:4]2[C:9](=[CH:10][C:11]=1[O:12][CH3:13])[N:8]=[CH:7][NH:6][C:5]2=[O:14].[C:15](OC(=O)C)(=[O:17])[CH3:16], predict the reaction product. The product is: [C:15]([O:1][C:2]1[CH:3]=[C:4]2[C:9](=[CH:10][C:11]=1[O:12][CH3:13])[N:8]=[CH:7][NH:6][C:5]2=[O:14])(=[O:17])[CH3:16]. (5) The product is: [CH2:24]([C@H:12]1[C@H:11]([CH3:26])[C@@H:10]([NH:9][C:2]2[N:7]=[C:6]([CH3:8])[CH:5]=[CH:4][N:3]=2)[C:19]2[C:14](=[CH:15][CH:16]=[C:17]([F:20])[CH:18]=2)[N:13]1[C:21](=[O:23])[CH3:22])[CH3:25]. Given the reactants Br[C:2]1[N:7]=[C:6]([CH3:8])[CH:5]=[CH:4][N:3]=1.[NH2:9][C@H:10]1[C:19]2[C:14](=[CH:15][CH:16]=[C:17]([F:20])[CH:18]=2)[N:13]([C:21](=[O:23])[CH3:22])[C@@H:12]([CH2:24][CH3:25])[C@@H:11]1[CH3:26].CC(C)([O-])C.[Na+].CN(C1C(C2C(P(C3CCCCC3)C3CCCCC3)=CC=CC=2)=CC=CC=1)C, predict the reaction product. (6) Given the reactants Cl[C:2]([C:5]([C:8]([C:11]([CH2:17][C:18]([S:21]([F:24])(=[O:23])=[O:22])([F:20])[F:19])([C:13]([F:16])([F:15])[F:14])[F:12])([F:10])[F:9])(Cl)[F:6])([F:4])[F:3].C(O)(=O)C.C(OC(=O)C)(=O)C, predict the reaction product. The product is: [F:16][C:13]([F:14])([F:15])[C:11]([F:12])([C:8]([F:9])([F:10])[C:5]([F:6])=[C:2]([F:4])[F:3])[CH2:17][C:18]([F:20])([F:19])[S:21]([F:24])(=[O:22])=[O:23].